Predict which catalyst facilitates the given reaction. From a dataset of Catalyst prediction with 721,799 reactions and 888 catalyst types from USPTO. Reactant: [CH3:1][N:2]1[CH2:7][CH2:6][NH:5][CH2:4][CH2:3]1.Br[C:9]1[CH:14]=[CH:13][CH:12]=[C:11]([Br:15])[CH:10]=1. Product: [Br:15][C:11]1[CH:10]=[C:9]([N:5]2[CH2:6][CH2:7][N:2]([CH3:1])[CH2:3][CH2:4]2)[CH:14]=[CH:13][CH:12]=1. The catalyst class is: 310.